From a dataset of Peptide-MHC class I binding affinity with 185,985 pairs from IEDB/IMGT. Regression. Given a peptide amino acid sequence and an MHC pseudo amino acid sequence, predict their binding affinity value. This is MHC class I binding data. (1) The peptide sequence is RSIYGFQDTI. The MHC is H-2-Db with pseudo-sequence H-2-Db. The binding affinity (normalized) is 0.310. (2) The peptide sequence is AGSYRDWSY. The MHC is HLA-A26:01 with pseudo-sequence HLA-A26:01. The binding affinity (normalized) is 0.